From a dataset of Full USPTO retrosynthesis dataset with 1.9M reactions from patents (1976-2016). Predict the reactants needed to synthesize the given product. (1) Given the product [O:8]1[CH2:11][CH:10]([N:1]2[CH2:6][CH2:5][CH:4]([OH:7])[CH2:3][CH2:2]2)[CH2:9]1, predict the reactants needed to synthesize it. The reactants are: [NH:1]1[CH2:6][CH2:5][CH:4]([OH:7])[CH2:3][CH2:2]1.[O:8]1[CH2:11][CH2:10][C:9]1=O.C(O[BH-](OC(=O)C)OC(=O)C)(=O)C.[Na+]. (2) Given the product [Cl:3][C:4]1[CH:5]=[C:6]([C:10]([OH:12])=[O:11])[NH:7][C:8]=1[CH3:9], predict the reactants needed to synthesize it. The reactants are: [OH-].[Li+].[Cl:3][C:4]1[CH:5]=[C:6]([C:10]([O:12]CC)=[O:11])[NH:7][C:8]=1[CH3:9]. (3) Given the product [C:1]([O:5][C:6]([N:8]1[CH2:13][CH2:12][CH2:11][CH:10]2[O:14][CH2:19][CH2:20][O:15][CH:9]12)=[O:7])([CH3:4])([CH3:2])[CH3:3], predict the reactants needed to synthesize it. The reactants are: [C:1]([O:5][C:6]([N:8]1[CH2:13][CH2:12][CH2:11][C@H:10]([OH:14])[C@@H:9]1[OH:15])=[O:7])([CH3:4])([CH3:3])[CH3:2].[OH-].[Na+].Br[CH:19](Br)[CH3:20].